Predict which catalyst facilitates the given reaction. From a dataset of Catalyst prediction with 721,799 reactions and 888 catalyst types from USPTO. Product: [F:1][C:2]1[CH:3]=[C:4]([C:19]([C:20]2[CH:21]=[CH:22][CH:23]=[CH:24][C:25]=2[C:17]([OH:27])=[O:18])=[O:26])[C:5]([CH3:12])=[C:6]2[C:11]=1[O:10][CH2:9][CH2:8][CH2:7]2. The catalyst class is: 26. Reactant: [F:1][C:2]1[CH:3]=[CH:4][C:5]([CH3:12])=[C:6]2[C:11]=1[O:10][CH2:9][CH2:8][CH2:7]2.[Cl-].[Al+3].[Cl-].[Cl-].[C:17]1(=[O:27])[C:25]2[C:20](=[CH:21][CH:22]=[CH:23][CH:24]=2)[C:19](=[O:26])[O:18]1.O.